From a dataset of Forward reaction prediction with 1.9M reactions from USPTO patents (1976-2016). Predict the product of the given reaction. (1) Given the reactants [NH:1]1[C:5]2[CH2:6][CH2:7][CH2:8][C:4]=2[C:3]([C:9]#[N:10])=[N:2]1.Br[CH2:12][C:13]1[C:18]([F:19])=[CH:17][C:16]([O:20][CH2:21][CH3:22])=[CH:15][C:14]=1[F:23].C(=O)([O-])[O-].[Cs+].[Cs+].C(Cl)Cl, predict the reaction product. The product is: [CH2:21]([O:20][C:16]1[CH:15]=[C:14]([F:23])[C:13]([CH2:12][N:1]2[C:5]3[CH2:6][CH2:7][CH2:8][C:4]=3[C:3]([C:9]#[N:10])=[N:2]2)=[C:18]([F:19])[CH:17]=1)[CH3:22]. (2) Given the reactants Cl[CH2:2][C:3]1[N+:12]([O-:13])=[C:11]([C:14]2[CH:19]=[CH:18][C:17]3[O:20][CH2:21][O:22][C:16]=3[CH:15]=2)[C:10]2[C:5](=[CH:6][C:7]3[O:25][CH2:24][O:23][C:8]=3[CH:9]=2)[N:4]=1.[NH:26]1[CH:30]=[CH:29][N:28]=[CH:27]1, predict the reaction product. The product is: [N:26]1([CH2:2][C:3]2[N+:12]([O-:13])=[C:11]([C:14]3[CH:19]=[CH:18][C:17]4[O:20][CH2:21][O:22][C:16]=4[CH:15]=3)[C:10]3[C:5](=[CH:6][C:7]4[O:25][CH2:24][O:23][C:8]=4[CH:9]=3)[N:4]=2)[CH:30]=[CH:29][N:28]=[CH:27]1. (3) Given the reactants [C:1]([C:5]1[CH:9]=[C:8]([NH:10][C:11]([NH:13][C:14]2[C:23]3[C:18](=[CH:19][CH:20]=[CH:21][CH:22]=3)[C:17]([O:24][C:25]3[CH:30]=[CH:29][N:28]=[C:27](Cl)[N:26]=3)=[CH:16][CH:15]=2)=[O:12])[N:7]([C:32]2[CH:37]=[CH:36][C:35]([CH3:38])=[CH:34][CH:33]=2)[N:6]=1)([CH3:4])([CH3:3])[CH3:2].[CH3:39][N:40]([CH3:59])[CH2:41][CH2:42][O:43][CH2:44][CH2:45][O:46][CH2:47][CH2:48][O:49][C:50]1[CH:51]=[C:52]([CH:54]=[C:55]([O:57][CH3:58])[CH:56]=1)[NH2:53].C([O-])(O)=O.[Na+], predict the reaction product. The product is: [C:1]([C:5]1[CH:9]=[C:8]([NH:10][C:11]([NH:13][C:14]2[C:23]3[C:18](=[CH:19][CH:20]=[CH:21][CH:22]=3)[C:17]([O:24][C:25]3[CH:30]=[CH:29][N:28]=[C:27]([NH:53][C:52]4[CH:54]=[C:55]([O:57][CH3:58])[CH:56]=[C:50]([O:49][CH2:48][CH2:47][O:46][CH2:45][CH2:44][O:43][CH2:42][CH2:41][N:40]([CH3:39])[CH3:59])[CH:51]=4)[N:26]=3)=[CH:16][CH:15]=2)=[O:12])[N:7]([C:32]2[CH:37]=[CH:36][C:35]([CH3:38])=[CH:34][CH:33]=2)[N:6]=1)([CH3:4])([CH3:3])[CH3:2].